From a dataset of Peptide-MHC class II binding affinity with 134,281 pairs from IEDB. Regression. Given a peptide amino acid sequence and an MHC pseudo amino acid sequence, predict their binding affinity value. This is MHC class II binding data. (1) The binding affinity (normalized) is 0.521. The MHC is HLA-DPA10103-DPB10401 with pseudo-sequence HLA-DPA10103-DPB10401. The peptide sequence is LMCEIEGHHLASAAI. (2) The peptide sequence is AFQFYFELLLFDYPT. The MHC is HLA-DQA10301-DQB10302 with pseudo-sequence HLA-DQA10301-DQB10302. The binding affinity (normalized) is 0.0979. (3) The peptide sequence is AKDVIPEGWKADTAY. The MHC is HLA-DQA10104-DQB10503 with pseudo-sequence HLA-DQA10104-DQB10503. The binding affinity (normalized) is 0.529.